From a dataset of Full USPTO retrosynthesis dataset with 1.9M reactions from patents (1976-2016). Predict the reactants needed to synthesize the given product. (1) Given the product [C:52]([C:49]1[CH:48]=[CH:47][C:46]([O:45][P:11]2([O:35][C:36]3[CH:37]=[CH:38][C:39]([C:42]([O-:44])=[O:43])=[CH:40][CH:41]=3)[N:10]=[P:9]([O:55][C:56]3[CH:57]=[CH:58][C:59]([C:62]([O-:64])=[O:63])=[CH:60][CH:61]=3)([O:8][C:7]3[CH:6]=[CH:5][C:4]([C:1]([O-:3])=[O:2])=[CH:66][CH:65]=3)[N:14]=[P:13]([O:25][C:26]3[CH:31]=[CH:30][C:29]([C:32]([O-:34])=[O:33])=[CH:28][CH:27]=3)([O:15][C:16]3[CH:21]=[CH:20][C:19]([C:22]([O-:24])=[O:23])=[CH:18][CH:17]=3)[N:12]=2)=[CH:51][CH:50]=1)([O-:54])=[O:53].[Na+:68].[Na+:68].[Na+:68].[Na+:68].[Na+:68].[Na+:68], predict the reactants needed to synthesize it. The reactants are: [C:1]([C:4]1[CH:66]=[CH:65][C:7]([O:8][P:9]2([O:55][C:56]3[CH:61]=[CH:60][C:59]([C:62]([OH:64])=[O:63])=[CH:58][CH:57]=3)[N:14]=[P:13]([O:25][C:26]3[CH:31]=[CH:30][C:29]([C:32]([OH:34])=[O:33])=[CH:28][CH:27]=3)([O:15][C:16]3[CH:21]=[CH:20][C:19]([C:22]([OH:24])=[O:23])=[CH:18][CH:17]=3)[N:12]=[P:11]([O:45][C:46]3[CH:51]=[CH:50][C:49]([C:52]([OH:54])=[O:53])=[CH:48][CH:47]=3)([O:35][C:36]3[CH:41]=[CH:40][C:39]([C:42]([OH:44])=[O:43])=[CH:38][CH:37]=3)[N:10]=2)=[CH:6][CH:5]=1)([OH:3])=[O:2].[OH-].[Na+:68]. (2) Given the product [CH:8]1([NH:11][C:12]([C:14]2[N:15]=[N:16][N:17]([C:46]3[CH:47]=[CH:48][C:49]([C:52]([NH:54][CH2:55][CH3:56])=[O:53])=[CH:50][CH:51]=3)[C:18]=2[CH2:19][NH:20][CH2:21][C:22]2[NH:26][CH:25]=[CH:24][N:23]=2)=[O:13])[CH2:9][CH2:10]1, predict the reactants needed to synthesize it. The reactants are: FC(F)(F)C(O)=O.[CH:8]1([NH:11][C:12]([C:14]2[N:15]=[N:16][N:17]([C:46]3[CH:51]=[CH:50][C:49]([C:52]([NH:54][CH2:55][CH3:56])=[O:53])=[CH:48][CH:47]=3)[C:18]=2[CH2:19][NH:20][CH2:21][C:22]2[N:23](C(C3C=CC=CC=3)(C3C=CC=CC=3)C3C=CC=CC=3)[CH:24]=[CH:25][N:26]=2)=[O:13])[CH2:10][CH2:9]1.